From a dataset of Reaction yield outcomes from USPTO patents with 853,638 reactions. Predict the reaction yield, written as a fraction of the theoretical maximum amount of product (1.0 means a 100% yield; for example, 0.34 means a 34% yield). (1) The reactants are [C:1]([O:5][C:6](=[O:46])[CH2:7][O:8][CH2:9][CH2:10][O:11][CH2:12][CH2:13][O:14][CH2:15][CH2:16][O:17][CH2:18][CH2:19][O:20][CH2:21][CH2:22][O:23][C:24]1[CH:29]=[CH:28][C:27]([O:30][CH2:31][CH2:32][O:33][CH2:34][CH2:35][O:36][CH2:37][CH2:38][O:39][CH2:40][CH2:41][O:42][CH2:43][CH2:44][NH2:45])=[CH:26][CH:25]=1)([CH3:4])([CH3:3])[CH3:2].C(=O)([O-])ON1C(=O)CC([CH2:55][CH:56]2[C:68]3[CH:67]=[CH:66][CH:65]=[CH:64][C:63]=3[C:62]3[C:57]2=[CH:58][CH:59]=[CH:60]C=3)C1=O.C(N(CC)CC)C.[OH2:79].C1[CH2:84][O:83][CH2:82]C1. No catalyst specified. The product is [C:1]([O:5][C:6](=[O:46])[CH2:7][O:8][CH2:9][CH2:10][O:11][CH2:12][CH2:13][O:14][CH2:15][CH2:16][O:17][CH2:18][CH2:19][O:20][CH2:21][CH2:22][O:23][C:24]1[CH:25]=[CH:26][C:27]([O:30][CH2:31][CH2:32][O:33][CH2:34][CH2:35][O:36][CH2:37][CH2:38][O:39][CH2:40][CH2:41][O:42][CH2:43][CH2:44][N:45]([CH:55]2[C:60]3[CH:59]=[CH:58][CH:57]=[CH:62][C:63]=3[C:64]3[C:56]2=[CH:68][CH:67]=[CH:66][CH:65]=3)[C:82]([O:83][CH3:84])=[O:79])=[CH:28][CH:29]=1)([CH3:4])([CH3:2])[CH3:3]. The yield is 0.840. (2) The reactants are [NH2:1][C@:2]([CH3:14])([CH2:5][CH2:6][C:7]1[N:8]([CH2:12][CH3:13])[CH:9]=[CH:10][CH:11]=1)[CH2:3][OH:4].[C:15](OC(OC(C)(C)C)=O)(OC(C)(C)C)=[O:16].C(N(CC)CC)C.O. The catalyst is C(Cl)Cl.CN(C)C1C=CN=CC=1.C(OCC)(=O)C. The product is [CH3:14][C@@:2]1([CH2:5][CH2:6][C:7]2[N:8]([CH2:12][CH3:13])[CH:9]=[CH:10][CH:11]=2)[CH2:3][O:4][C:15](=[O:16])[NH:1]1. The yield is 0.580. (3) The reactants are [O:1]1[CH2:6][CH2:5][N:4]([CH2:7][CH2:8][O:9][C:10]2[CH:15]=[CH:14][C:13]([C:16]3[CH:17]=[CH:18][C:19]([CH2:22][C:23]#N)=[N:20][CH:21]=3)=[CH:12][CH:11]=2)[CH2:3][CH2:2]1.OS(O)(=O)=O.[O-:30]S([O-])(=O)=O.[Mg+2].[C:36]([O-])([O-])=[O:37].[K+].[K+]. The catalyst is O.C(Cl)Cl.CO. The product is [O:1]1[CH2:6][CH2:5][N:4]([CH2:7][CH2:8][O:9][C:10]2[CH:15]=[CH:14][C:13]([C:16]3[CH:17]=[CH:18][C:19]([CH2:22][C:23]([O:37][CH3:36])=[O:30])=[N:20][CH:21]=3)=[CH:12][CH:11]=2)[CH2:3][CH2:2]1. The yield is 0.820. (4) The reactants are [O:1]=[C:2]1[C:10]2([CH2:15][CH2:14][CH2:13][CH2:12][CH2:11]2)[C:9]2[C:4](=[CH:5][CH:6]=[C:7]([C:16]3[CH:17]=[C:18]([CH:21]=[C:22]([F:24])[CH:23]=3)[C:19]#[N:20])[CH:8]=2)[NH:3]1.[CH2:25]([O:27][CH:28](OCC)[O:29][CH2:30][CH3:31])[CH3:26]. No catalyst specified. The product is [CH2:25]([O:27][CH:28]([O:29][CH2:30][CH3:31])[N:3]1[C:4]2[C:9](=[CH:8][C:7]([C:16]3[CH:17]=[C:18]([CH:21]=[C:22]([F:24])[CH:23]=3)[C:19]#[N:20])=[CH:6][CH:5]=2)[C:10]2([CH2:11][CH2:12][CH2:13][CH2:14][CH2:15]2)[C:2]1=[O:1])[CH3:26]. The yield is 0.560. (5) The reactants are [N+:1]([C:4]1[CH:9]=[CH:8][C:7]([C:10]2[S:11][C:12]3C=C(O)[CH:16]=[CH:15][C:13]=3[N:14]=2)=[CH:6][CH:5]=1)([O-:3])=[O:2].C([O-])([O-])=[O:21].[K+].[K+].C[S:27](Cl)(=[O:29])=[O:28].[CH3:31][C:32]([CH3:34])=[O:33]. No catalyst specified. The yield is 0.680. The product is [N+:1]([C:4]1[CH:9]=[CH:8][C:7]([C:10]2[S:11][C:12]3[CH:13]=[C:15]([CH3:16])[CH:34]=[C:32]([O:33][S:27]([OH:29])(=[O:21])=[O:28])[C:31]=3[N:14]=2)=[CH:6][CH:5]=1)([O-:3])=[O:2].